Dataset: Tyrosyl-DNA phosphodiesterase HTS with 341,365 compounds. Task: Binary Classification. Given a drug SMILES string, predict its activity (active/inactive) in a high-throughput screening assay against a specified biological target. (1) The result is 0 (inactive). The compound is S(=O)(=O)(NC(C(C)C)C(OC)=O)N. (2) The compound is S(=O)(=O)(N(CC)CC)c1cc(ccc1)c1n(N)c(SCC(=O)NC)nn1. The result is 0 (inactive). (3) The compound is S(CC(=O)Nc1n(nc(c1)c1ccccc1)c1ccccc1)c1sc(NCCOC)nn1. The result is 0 (inactive).